This data is from NCI-60 drug combinations with 297,098 pairs across 59 cell lines. The task is: Regression. Given two drug SMILES strings and cell line genomic features, predict the synergy score measuring deviation from expected non-interaction effect. Drug 1: C1=CC(=CC=C1CCC2=CNC3=C2C(=O)NC(=N3)N)C(=O)NC(CCC(=O)O)C(=O)O. Drug 2: CCCCC(=O)OCC(=O)C1(CC(C2=C(C1)C(=C3C(=C2O)C(=O)C4=C(C3=O)C=CC=C4OC)O)OC5CC(C(C(O5)C)O)NC(=O)C(F)(F)F)O. Cell line: ACHN. Synergy scores: CSS=23.8, Synergy_ZIP=-0.0498, Synergy_Bliss=-0.0556, Synergy_Loewe=1.06, Synergy_HSA=2.50.